This data is from Reaction yield outcomes from USPTO patents with 853,638 reactions. The task is: Predict the reaction yield, written as a fraction of the theoretical maximum amount of product (1.0 means a 100% yield; for example, 0.34 means a 34% yield). (1) The reactants are [C:1]1([CH2:7][C:8]#[N:9])[CH:6]=[CH:5][CH:4]=[CH:3][CH:2]=1.Cl[C:11]1[CH:18]=[CH:17][CH:16]=[CH:15][C:12]=1[C:13]#[N:14].CC(C)([O-])C.[K+].Br[CH2:26][C:27]([O:29][C:30]([CH3:33])([CH3:32])[CH3:31])=[O:28].Cl. The catalyst is CN(C=O)C.C1(C)C=CC=CC=1.CCCCCCC. The product is [NH2:14][C:13]1[C:12]2[C:11](=[CH:18][CH:17]=[CH:16][CH:15]=2)[C:7]([C:8]#[N:9])([C:1]2[CH:6]=[CH:5][CH:4]=[CH:3][CH:2]=2)[C:26]=1[C:27]([O:29][C:30]([CH3:33])([CH3:32])[CH3:31])=[O:28]. The yield is 0.460. (2) The reactants are O=P(Cl)(Cl)Cl.[C:6]([NH2:9])(=O)[CH3:7].[NH2:10][C:11]1[S:16][CH2:15][C:14]2[CH:17]=[CH:18][CH:19]=[CH:20][C:13]=2[N:12]=1.[OH-].[Na+].[C:23]1(C)C=CC=CC=1. No catalyst specified. The product is [N:12]1[C:13]2[CH:20]=[CH:19][CH:18]=[CH:17][C:14]=2[CH2:15][S:16][C:11]=1[N:10]=[C:6]([NH:9][CH3:23])[CH3:7]. The yield is 0.400.